Dataset: Reaction yield outcomes from USPTO patents with 853,638 reactions. Task: Predict the reaction yield, written as a fraction of the theoretical maximum amount of product (1.0 means a 100% yield; for example, 0.34 means a 34% yield). (1) The reactants are C(=O)([O-])[O-].[K+].[K+].[CH2:7]([O:14][C:15]([NH:17][CH2:18][CH2:19][CH2:20][CH2:21][C:22]1[CH:27]=[CH:26][C:25]([OH:28])=[CH:24][CH:23]=1)=[O:16])[C:8]1[CH:13]=[CH:12][CH:11]=[CH:10][CH:9]=1.[CH3:29][O:30][C:31](=[O:44])[CH:32]([NH:36][C:37]([O:39][C:40]([CH3:43])([CH3:42])[CH3:41])=[O:38])[CH2:33][CH2:34]Br. The catalyst is CN(C=O)C.C(OCC)(=O)C. The product is [CH3:29][O:30][C:31](=[O:44])[CH:32]([NH:36][C:37]([O:39][C:40]([CH3:43])([CH3:42])[CH3:41])=[O:38])[CH2:33][CH2:34][O:28][C:25]1[CH:26]=[CH:27][C:22]([CH2:21][CH2:20][CH2:19][CH2:18][NH:17][C:15]([O:14][CH2:7][C:8]2[CH:9]=[CH:10][CH:11]=[CH:12][CH:13]=2)=[O:16])=[CH:23][CH:24]=1. The yield is 0.830. (2) The reactants are Br[C:2]1[S:3][C:4]2[CH2:5][C:6]3[C:12]([C:13]4[CH:18]=[CH:17][C:16]([O:19][CH3:20])=[CH:15][CH:14]=4)=[N:11][N:10]([CH2:21][O:22][CH2:23][CH2:24][Si:25]([CH3:28])([CH3:27])[CH3:26])[C:7]=3[C:8]=2[CH:9]=1.CC1(C)C(C)(C)OB([C:37]2[CH:38]=[CH:39][C:40](N)=[N:41][CH:42]=2)O1.[C:45]([O-])([O-])=[O:46].[Na+].[Na+]. The catalyst is C1(C)C=CC=CC=1.C(O)C.Cl[Pd](Cl)([P](C1C=CC=CC=1)(C1C=CC=CC=1)C1C=CC=CC=1)[P](C1C=CC=CC=1)(C1C=CC=CC=1)C1C=CC=CC=1. The product is [CH3:20][O:19][C:16]1[CH:17]=[CH:18][C:13]([C:12]2[C:6]3[CH2:5][C:4]4[S:3][C:2]([C:37]5[CH:42]=[N:41][C:40]([O:46][CH3:45])=[CH:39][CH:38]=5)=[CH:9][C:8]=4[C:7]=3[N:10]([CH2:21][O:22][CH2:23][CH2:24][Si:25]([CH3:27])([CH3:26])[CH3:28])[N:11]=2)=[CH:14][CH:15]=1. The yield is 0.600. (3) The reactants are [F:1][C:2]1[CH:3]=[C:4]([CH2:8][NH:9][C:10]([C:12]2[C:13](=[O:31])[N:14]([CH2:27][CH2:28][O:29]C)[C:15]3[C:20]([C:21]=2[CH3:22])=[CH:19][CH:18]=[C:17]([C:23]([F:26])([F:25])[F:24])[CH:16]=3)=[O:11])[CH:5]=[CH:6][CH:7]=1.BrB(Br)Br.CCOC(C)=O.CCCCCC. The catalyst is C(Cl)Cl. The product is [F:1][C:2]1[CH:3]=[C:4]([CH2:8][NH:9][C:10]([C:12]2[C:13](=[O:31])[N:14]([CH2:27][CH2:28][OH:29])[C:15]3[C:20]([C:21]=2[CH3:22])=[CH:19][CH:18]=[C:17]([C:23]([F:25])([F:26])[F:24])[CH:16]=3)=[O:11])[CH:5]=[CH:6][CH:7]=1. The yield is 0.970. (4) The reactants are [CH:1]([C:3]1[CH:4]=[C:5]([O:10][CH2:11][C:12]2[CH:13]=[C:14]([CH:17]=[CH:18][CH:19]=2)[C:15]#[N:16])[C:6]([CH3:9])=[N:7][CH:8]=1)=O.[NH2:20][C:21]1[CH:28]=[CH:27][C:24]([C:25]#[N:26])=[CH:23][CH:22]=1. No catalyst specified. The product is [C:15]([C:14]1[CH:13]=[C:12]([CH:19]=[CH:18][CH:17]=1)[CH2:11][O:10][C:5]1[CH:4]=[C:3]([CH2:1][NH:20][C:21]2[CH:28]=[CH:27][C:24]([C:25]#[N:26])=[CH:23][CH:22]=2)[CH:8]=[N:7][C:6]=1[CH3:9])#[N:16]. The yield is 0.226. (5) The reactants are [CH2:1]([N:5]([CH2:19][CH2:20][CH2:21][CH3:22])[CH2:6][CH2:7][CH2:8][O:9][C:10]1[CH:18]=[CH:17][C:13]([C:14](Cl)=[O:15])=[CH:12][CH:11]=1)[CH2:2][CH2:3][CH3:4].Cl.[CH3:24][NH:25][O:26][CH3:27].N1C=CC=CC=1. The catalyst is ClCCl. The product is [CH2:1]([N:5]([CH2:19][CH2:20][CH2:21][CH3:22])[CH2:6][CH2:7][CH2:8][O:9][C:10]1[CH:18]=[CH:17][C:13]([C:14]([N:25]([CH3:24])[O:26][CH3:27])=[O:15])=[CH:12][CH:11]=1)[CH2:2][CH2:3][CH3:4]. The yield is 0.680. (6) The reactants are Cl[C:2]([O:4][CH2:5][CH3:6])=[O:3].[NH2:7][C:8]1[CH:9]=[CH:10][C:11]([F:26])=[C:12]([C@:14]([NH:18][C:19](=[O:25])[O:20][C:21]([CH3:24])([CH3:23])[CH3:22])([CH3:17])[CH2:15][OH:16])[CH:13]=1. The catalyst is C([O-])(O)=O.[Na+].C1COCC1.CCOC(C)=O. The product is [C:21]([O:20][C:19]([NH:18][C@@:14]([C:12]1[CH:13]=[C:8]([NH:7][C:2](=[O:3])[O:4][CH2:5][CH3:6])[CH:9]=[CH:10][C:11]=1[F:26])([CH3:17])[CH2:15][OH:16])=[O:25])([CH3:22])([CH3:24])[CH3:23]. The yield is 0.920. (7) The reactants are I[C:2]1[C:10]2[C:5](=[C:6]([CH3:12])[CH:7]=[C:8]([CH3:11])[CH:9]=2)[NH:4][N:3]=1.[C:13]([Cu])#[N:14].[C-]#N.[Na+].OP([O-])(O)=O.[K+]. The catalyst is CN1C(=O)CCC1.CCOCC. The product is [CH3:11][C:8]1[CH:9]=[C:10]2[C:5](=[C:6]([CH3:12])[CH:7]=1)[NH:4][N:3]=[C:2]2[C:13]#[N:14]. The yield is 0.650. (8) The catalyst is C(OCC)(=O)C. The reactants are [CH2:1]([O:3][C:4](=[O:19])[C:5](=[C:10]1[CH:15]=[C:14]([CH3:16])[C:13](=[O:17])[C:12]([CH3:18])=[CH:11]1)[C:6]([F:9])([F:8])[F:7])[CH3:2].[NH2:20][C:21]1[CH:28]=[CH:27][C:24]([C:25]#[N:26])=[CH:23][CH:22]=1.C1(C)C=CC=CC=1.Cl. The yield is 0.710. The product is [CH2:1]([O:3][C:4](=[O:19])[C:5]([NH:20][C:21]1[CH:28]=[CH:27][C:24]([C:25]#[N:26])=[CH:23][CH:22]=1)([C:10]1[CH:15]=[C:14]([CH3:16])[C:13]([OH:17])=[C:12]([CH3:18])[CH:11]=1)[C:6]([F:7])([F:8])[F:9])[CH3:2]. (9) The reactants are COCCN(S(F)(F)[F:11])CCOC.[Br:14][C:15]1[CH:16]=[CH:17][C:18]([Cl:24])=[C:19]([CH:21](O)[CH3:22])[CH:20]=1. The catalyst is ClCCl.O. The product is [Br:14][C:15]1[CH:16]=[CH:17][C:18]([Cl:24])=[C:19]([CH:21]([F:11])[CH3:22])[CH:20]=1. The yield is 0.658.